Dataset: Full USPTO retrosynthesis dataset with 1.9M reactions from patents (1976-2016). Task: Predict the reactants needed to synthesize the given product. (1) Given the product [O:1]([C:8]1[CH:9]=[C:10]([CH:24]=[CH:25][CH:26]=1)[CH2:11][N:12]1[CH2:17][CH2:16][N:15]([CH2:18][C:19]([NH:27][NH2:28])=[O:20])[CH2:14][CH2:13]1)[C:2]1[CH:3]=[CH:4][CH:5]=[CH:6][CH:7]=1, predict the reactants needed to synthesize it. The reactants are: [O:1]([C:8]1[CH:9]=[C:10]([CH:24]=[CH:25][CH:26]=1)[CH2:11][N:12]1[CH2:17][CH2:16][N:15]([CH2:18][C:19](OCC)=[O:20])[CH2:14][CH2:13]1)[C:2]1[CH:7]=[CH:6][CH:5]=[CH:4][CH:3]=1.[NH2:27][NH2:28]. (2) Given the product [F:49][C:38]1[CH:37]=[C:36]([CH:50]([O:52][Si:53]([CH:57]([CH3:59])[CH3:58])([CH:60]([CH3:62])[CH3:61])[CH:54]([CH3:55])[CH3:56])[CH3:51])[CH:35]=[C:34]([F:33])[C:39]=1[C:2]1[N:7]=[C:6]([C:8]([NH:10][C:11]2[CH:12]=[N:13][CH:14]=[CH:15][C:16]=2[C@@H:17]2[CH2:22][C@H:21]([CH3:23])[CH2:20][C@H:19]([NH:24][C:25](=[O:31])[O:26][C:27]([CH3:30])([CH3:29])[CH3:28])[CH2:18]2)=[O:9])[CH:5]=[CH:4][C:3]=1[F:32], predict the reactants needed to synthesize it. The reactants are: Br[C:2]1[N:7]=[C:6]([C:8]([NH:10][C:11]2[CH:12]=[N:13][CH:14]=[CH:15][C:16]=2[C@@H:17]2[CH2:22][C@H:21]([CH3:23])[CH2:20][C@H:19]([NH:24][C:25](=[O:31])[O:26][C:27]([CH3:30])([CH3:29])[CH3:28])[CH2:18]2)=[O:9])[CH:5]=[CH:4][C:3]=1[F:32].[F:33][C:34]1[CH:35]=[C:36]([CH:50]([O:52][Si:53]([CH:60]([CH3:62])[CH3:61])([CH:57]([CH3:59])[CH3:58])[CH:54]([CH3:56])[CH3:55])[CH3:51])[CH:37]=[C:38]([F:49])[C:39]=1B1OC(C)(C)C(C)(C)O1. (3) Given the product [CH:3]1([C@H:8]([NH:13][C:14]([C:16]2[C:25]([NH:26][C:27]([NH:29][C:30]3[C:31]([Cl:38])=[CH:32][C:33]([Cl:37])=[CH:34][C:35]=3[Cl:36])=[O:28])=[CH:24][C:23]3[C:18](=[CH:19][CH:20]=[CH:21][CH:22]=3)[CH:17]=2)=[O:15])[C:9]([OH:11])=[O:10])[CH2:7][CH2:6][CH2:5][CH2:4]1, predict the reactants needed to synthesize it. The reactants are: [Li+].[OH-].[CH:3]1([C@H:8]([NH:13][C:14]([C:16]2[C:25]([NH:26][C:27]([NH:29][C:30]3[C:35]([Cl:36])=[CH:34][C:33]([Cl:37])=[CH:32][C:31]=3[Cl:38])=[O:28])=[CH:24][C:23]3[C:18](=[CH:19][CH:20]=[CH:21][CH:22]=3)[CH:17]=2)=[O:15])[C:9]([O:11]C)=[O:10])[CH2:7][CH2:6][CH2:5][CH2:4]1.Cl.C(OCC)(=O)C. (4) Given the product [C:1]([O:5][C:6](=[O:12])[CH2:7][N:8]([S:26]([C:20]1[CH:25]=[CH:24][CH:23]=[CH:22][CH:21]=1)(=[O:28])=[O:27])[CH:9]([CH3:10])[CH3:11])([CH3:4])([CH3:3])[CH3:2], predict the reactants needed to synthesize it. The reactants are: [C:1]([O:5][C:6](=[O:12])[CH2:7][NH:8][CH:9]([CH3:11])[CH3:10])([CH3:4])([CH3:3])[CH3:2].C(N(CC)CC)C.[C:20]1([S:26](Cl)(=[O:28])=[O:27])[CH:25]=[CH:24][CH:23]=[CH:22][CH:21]=1. (5) Given the product [Cl:1][C:2]1[CH:3]=[C:4]([CH:26]=[CH:27][C:28]=1[Cl:29])[CH2:5][O:6][C:7]1[CH:12]=[CH:11][C:10]([C@@H:13]2[O:25][C:23]3[CH:22]=[CH:21][C:18]([C:19]#[N:20])=[CH:17][C:16]=3[O:15][CH2:14]2)=[CH:9][CH:8]=1, predict the reactants needed to synthesize it. The reactants are: [Cl:1][C:2]1[CH:3]=[C:4]([CH:26]=[CH:27][C:28]=1[Cl:29])[CH2:5][O:6][C:7]1[CH:12]=[CH:11][C:10]([C@H:13]([OH:25])[CH2:14][O:15][C:16]2[CH:17]=[C:18]([CH:21]=[CH:22][C:23]=2F)[C:19]#[N:20])=[CH:9][CH:8]=1.[H-].[Na+].